Dataset: Catalyst prediction with 721,799 reactions and 888 catalyst types from USPTO. Task: Predict which catalyst facilitates the given reaction. Reactant: [C:1]([N:8]1[CH2:13][CH2:12][C:11]([CH3:19])([C:14]([O:16]CC)=[O:15])[CH2:10][CH2:9]1)([O:3][C:4]([CH3:7])([CH3:6])[CH3:5])=[O:2]. Product: [C:4]([O:3][C:1]([N:8]1[CH2:13][CH2:12][C:11]([CH3:19])([C:14]([OH:16])=[O:15])[CH2:10][CH2:9]1)=[O:2])([CH3:7])([CH3:5])[CH3:6]. The catalyst class is: 273.